Task: Predict which catalyst facilitates the given reaction.. Dataset: Catalyst prediction with 721,799 reactions and 888 catalyst types from USPTO Reactant: CS(O[CH2:6][C@@H:7]1[O:11][C:10](=[O:12])[N:9]([C:13]2[CH:18]=[CH:17][C:16]([N:19]3[CH2:24][CH2:23][Si:22]([CH3:26])([CH3:25])[CH2:21][CH2:20]3)=[C:15]([F:27])[CH:14]=2)[CH2:8]1)(=O)=O.[N-:28]=[N+:29]=[N-:30].[Na+].O. Product: [N:28]([CH2:6][C@@H:7]1[O:11][C:10](=[O:12])[N:9]([C:13]2[CH:18]=[CH:17][C:16]([N:19]3[CH2:20][CH2:21][Si:22]([CH3:26])([CH3:25])[CH2:23][CH2:24]3)=[C:15]([F:27])[CH:14]=2)[CH2:8]1)=[N+:29]=[N-:30]. The catalyst class is: 3.